This data is from Forward reaction prediction with 1.9M reactions from USPTO patents (1976-2016). The task is: Predict the product of the given reaction. Given the reactants [NH2:1][C:2]1[C:3]([F:14])=[C:4]2[C:9](=[CH:10][CH:11]=1)[C:8](=[N:12]O)[CH2:7][CH2:6][CH2:5]2.NC1C=CC2C(=[O:26])NCCCC=2C=1, predict the reaction product. The product is: [NH2:1][C:2]1[CH:11]=[CH:10][C:9]2[C:8](=[O:26])[NH:12][CH2:7][CH2:6][CH2:5][C:4]=2[C:3]=1[F:14].